This data is from Forward reaction prediction with 1.9M reactions from USPTO patents (1976-2016). The task is: Predict the product of the given reaction. (1) Given the reactants [CH2:1]([O:3][C:4]1[CH:14]=[CH:13][C:7]([C:8]([O:10]CC)=[O:9])=[CH:6][C:5]=1[CH3:15])[CH3:2].[OH-].[Na+].Cl, predict the reaction product. The product is: [CH2:1]([O:3][C:4]1[CH:14]=[CH:13][C:7]([C:8]([OH:10])=[O:9])=[CH:6][C:5]=1[CH3:15])[CH3:2]. (2) Given the reactants [OH-].[Na+].[CH2:3]([O:5][C:6]1[CH:7]=[C:8]([CH:11]=[CH:12][C:13]=1[OH:14])[CH:9]=[O:10])[CH3:4].[Cl:15]N1C(=O)CCC1=O.[Cl-].[NH4+], predict the reaction product. The product is: [Cl:15][C:12]1[CH:11]=[C:8]([CH:7]=[C:6]([O:5][CH2:3][CH3:4])[C:13]=1[OH:14])[CH:9]=[O:10].